From a dataset of Reaction yield outcomes from USPTO patents with 853,638 reactions. Predict the reaction yield, written as a fraction of the theoretical maximum amount of product (1.0 means a 100% yield; for example, 0.34 means a 34% yield). (1) The reactants are [CH2:1]([N:8]1[CH2:13][C@H:12]([O:14][Si:15]([C:18]([CH3:21])([CH3:20])[CH3:19])([CH3:17])[CH3:16])[CH2:11][C@@H:10]([OH:22])[CH2:9]1)[C:2]1[CH:7]=[CH:6][CH:5]=[CH:4][CH:3]=1.N(C(OCC)=O)=NC(OCC)=O.C(O)(=O)C1C=CC=CC=1.C1(P(C2C=CC=CC=2)C2C=CC=CC=2)C=CC=CC=1.C(=O)([O-])[O-].[Na+].[Na+]. The catalyst is O1CCCC1. The product is [CH2:1]([N:8]1[CH2:13][C@H:12]([O:14][Si:15]([C:18]([CH3:20])([CH3:19])[CH3:21])([CH3:16])[CH3:17])[CH2:11][C@H:10]([OH:22])[CH2:9]1)[C:2]1[CH:3]=[CH:4][CH:5]=[CH:6][CH:7]=1. The yield is 0.0600. (2) The reactants are [I:1][C:2]1[C:10]2[C:5](=[CH:6][CH:7]=[CH:8][CH:9]=2)[NH:4][C:3]=1[CH3:11].[H-].[Na+].[C:14]1([S:20](Cl)(=[O:22])=[O:21])[CH:19]=[CH:18][CH:17]=[CH:16][CH:15]=1.O. The catalyst is CN(C=O)C. The product is [I:1][C:2]1[C:10]2[C:5](=[CH:6][CH:7]=[CH:8][CH:9]=2)[N:4]([S:20]([C:14]2[CH:19]=[CH:18][CH:17]=[CH:16][CH:15]=2)(=[O:22])=[O:21])[C:3]=1[CH3:11]. The yield is 0.728. (3) The yield is 1.00. The catalyst is O1CCCC1.O.[O-]S(C(F)(F)F)(=O)=O.[Yb+3].[O-]S(C(F)(F)F)(=O)=O.[O-]S(C(F)(F)F)(=O)=O. The reactants are [CH3:1][O:2][C:3](=[O:20])[C:4]1[CH:9]=[C:8]([F:10])[CH:7]=[CH:6][C:5]=1[N:11]=[CH:12][C:13]1[CH:18]=[CH:17][CH:16]=[C:15]([Br:19])[CH:14]=1.[CH:21](=[O:25])[CH:22]([CH3:24])[CH3:23].O. The product is [CH3:1][O:2][C:3]([C:4]1[CH:9]=[C:8]([F:10])[CH:7]=[C:6]2[C:5]=1[NH:11][CH:12]([C:13]1[CH:18]=[CH:17][CH:16]=[C:15]([Br:19])[CH:14]=1)[C:22]([CH3:24])([CH3:23])[CH:21]2[OH:25])=[O:20]. (4) The reactants are [I:1]N1C(=O)CCC1=O.[C:9]([O:13][C:14]([N:16]1[CH2:21][CH2:20][C:19]2[NH:22][C:23]([C:25]3[CH:30]=[CH:29][N:28]=[C:27]([NH2:31])[N:26]=3)=[CH:24][C:18]=2[C:17]1=[O:32])=[O:15])([CH3:12])([CH3:11])[CH3:10].[Al].[O-]S([O-])(=S)=O.[Na+].[Na+]. The catalyst is CN(C=O)C. The product is [C:9]([O:13][C:14]([N:16]1[CH2:21][CH2:20][C:19]2[NH:22][C:23]([C:25]3[CH:30]=[CH:29][N:28]=[C:27]([NH2:31])[N:26]=3)=[C:24]([I:1])[C:18]=2[C:17]1=[O:32])=[O:15])([CH3:12])([CH3:10])[CH3:11]. The yield is 0.900. (5) The reactants are [O:1]=[C:2]1[C:7]([CH2:8][C:9]2[CH:14]=[CH:13][C:12]([C:15]3[C:16]([C:21]#[N:22])=[CH:17][CH:18]=[CH:19][CH:20]=3)=[CH:11][CH:10]=2)=[C:6]([CH2:23][CH2:24][CH3:25])[N:5]2[N:26]=[CH:27][N:28]=[C:4]2[NH:3]1.[C:29]([O:32][CH2:33][C:34]([CH3:46])([CH3:45])[O:35][C:36]1[CH:41]=[CH:40][C:39](B(O)O)=[CH:38][CH:37]=1)(=[O:31])[CH3:30].N1C=CC=CC=1.C(N(CC)CC)C. The catalyst is C([O-])(=O)C.[Cu+2].C([O-])(=O)C.C(OCC)(=O)C.O1CCCC1. The product is [C:29]([O:32][CH2:33][C:34]([O:35][C:36]1[CH:37]=[CH:38][C:39]([N:3]2[C:2](=[O:1])[C:7]([CH2:8][C:9]3[CH:10]=[CH:11][C:12]([C:15]4[CH:20]=[CH:19][CH:18]=[CH:17][C:16]=4[C:21]#[N:22])=[CH:13][CH:14]=3)=[C:6]([CH2:23][CH2:24][CH3:25])[N:5]3[N:26]=[CH:27][N:28]=[C:4]23)=[CH:40][CH:41]=1)([CH3:46])[CH3:45])(=[O:31])[CH3:30]. The yield is 0.800. (6) The reactants are [F:1][C:2]([F:26])([F:25])[C:3]1[N:7]2[N:8]=[C:9]([N:12]3[CH2:17][CH2:16][CH:15]([C:18]4[CH:23]=[CH:22][C:21]([OH:24])=[CH:20][CH:19]=4)[CH2:14][CH2:13]3)[CH:10]=[CH:11][C:6]2=[N:5][N:4]=1.C1(P(C2C=CC=CC=2)C2C=CC=CC=2)C=CC=CC=1.O[CH2:47][CH2:48][N:49]1[CH2:54][CH2:53][N:52]([C:55](=[O:57])[CH3:56])[CH2:51][CH2:50]1.N(C(OC(C)C)=O)=NC(OC(C)C)=O. The catalyst is ClCCl.CCCCCCC. The product is [C:55]([N:52]1[CH2:53][CH2:54][N:49]([CH2:48][CH2:47][O:24][C:21]2[CH:22]=[CH:23][C:18]([CH:15]3[CH2:16][CH2:17][N:12]([C:9]4[CH:10]=[CH:11][C:6]5[N:7]([C:3]([C:2]([F:1])([F:25])[F:26])=[N:4][N:5]=5)[N:8]=4)[CH2:13][CH2:14]3)=[CH:19][CH:20]=2)[CH2:50][CH2:51]1)(=[O:57])[CH3:56]. The yield is 0.840. (7) The reactants are [C:1]([OH:5])(=O)[CH2:2][OH:3].[CH3:6][C@@H:7]([O:11][C:12]1[CH:21]=[CH:20][CH:19]=[C:18]2[C:13]=1[C:14]([NH:22][C:23]1[CH:28]=[CH:27][C:26]([O:29][C:30]3[CH:31]=[N:32][C:33]([CH3:36])=[CH:34][CH:35]=3)=[C:25]([CH3:37])[CH:24]=1)=[N:15][CH:16]=[N:17]2)[CH2:8][NH:9][CH3:10]. No catalyst specified. The product is [OH:3][CH2:2][C:1]([N:9]([CH3:10])[CH2:8][C@H:7]([O:11][C:12]1[CH:21]=[CH:20][CH:19]=[C:18]2[C:13]=1[C:14]([NH:22][C:23]1[CH:28]=[CH:27][C:26]([O:29][C:30]3[CH:31]=[N:32][C:33]([CH3:36])=[CH:34][CH:35]=3)=[C:25]([CH3:37])[CH:24]=1)=[N:15][CH:16]=[N:17]2)[CH3:6])=[O:5]. The yield is 0.860.